Dataset: Peptide-MHC class II binding affinity with 134,281 pairs from IEDB. Task: Regression. Given a peptide amino acid sequence and an MHC pseudo amino acid sequence, predict their binding affinity value. This is MHC class II binding data. The peptide sequence is SSSSSLLAMAVLAAL. The MHC is HLA-DQA10102-DQB10602 with pseudo-sequence HLA-DQA10102-DQB10602. The binding affinity (normalized) is 0.803.